This data is from Full USPTO retrosynthesis dataset with 1.9M reactions from patents (1976-2016). The task is: Predict the reactants needed to synthesize the given product. (1) Given the product [CH3:1][C:2]1([CH3:24])[O:6][C@H:5]2[CH2:7][S:8][C@@H:9]([CH2:10][CH2:11][CH2:12][CH2:13][C:14]([O:16][CH2:17][C:18]3[CH:23]=[CH:22][CH:21]=[CH:20][CH:19]=3)=[O:15])[C@H:4]2[O:3]1, predict the reactants needed to synthesize it. The reactants are: [CH3:1][C:2]1([CH3:24])[O:6][C@H:5]2[CH2:7][S:8][C@@H:9]([CH2:10][CH2:11]/[CH:12]=[CH:13]/[C:14]([O:16][CH2:17][C:18]3[CH:23]=[CH:22][CH:21]=[CH:20][CH:19]=3)=[O:15])[C@H:4]2[O:3]1.[H][H]. (2) Given the product [CH2:1]([O:3][C:4](=[O:23])[CH2:5][O:6][C:7]1[CH:12]=[CH:11][C:10]([OH:13])=[CH:9][C:8]=1[CH2:21][CH3:22])[CH3:2], predict the reactants needed to synthesize it. The reactants are: [CH2:1]([O:3][C:4](=[O:23])[CH2:5][O:6][C:7]1[CH:12]=[CH:11][C:10]([O:13]CC2C=CC=CC=2)=[CH:9][C:8]=1[CH:21]=[CH2:22])[CH3:2].[H][H]. (3) Given the product [CH3:1][N:2]1[C:13]2[C:12]3[C:8](=[N:9][NH:10][CH:11]=3)[CH:7]=[CH:6][C:5]=2[C:4]([C:14]([NH2:23])=[O:16])=[CH:3]1, predict the reactants needed to synthesize it. The reactants are: [CH3:1][N:2]1[C:13]2[C:5](=[CH:6][CH:7]=[C:8]3[C:12]=2[CH:11]=[N:10][NH:9]3)[C:4]([C:14]([OH:16])=O)=[CH:3]1.C1C=CC2N(O)N=[N:23]C=2C=1.N.CN(C(ON1N=NC2C=CC=CC1=2)=[N+](C)C)C.[B-](F)(F)(F)F.CCN(C(C)C)C(C)C. (4) Given the product [NH2:7][CH2:6][C:5]1[CH:14]=[CH:15][C:2]([Cl:1])=[C:3]([C:16]2[NH:20][C:19](=[O:21])[N:18]([C:22]3[CH:23]=[N:24][C:25]([C:28]([F:30])([F:29])[F:31])=[CH:26][CH:27]=3)[N:17]=2)[CH:4]=1, predict the reactants needed to synthesize it. The reactants are: [Cl:1][C:2]1[CH:15]=[CH:14][C:5]([CH2:6][NH:7]C(=O)C(F)(F)F)=[CH:4][C:3]=1[C:16]1[NH:20][C:19](=[O:21])[N:18]([C:22]2[CH:23]=[N:24][C:25]([C:28]([F:31])([F:30])[F:29])=[CH:26][CH:27]=2)[N:17]=1.[OH-].[K+].C1COCC1. (5) The reactants are: NC(C)(C)C[O:4][C:5](=[O:27])[C:6]1[C:11]([C:12](=[O:19])[C:13]2[CH:18]=[CH:17][CH:16]=[CH:15][CH:14]=2)=[CH:10][C:9]([N:20]2[CH2:25][CH2:24][N:23]([CH3:26])[CH2:22][CH2:21]2)=[N:8][CH:7]=1.C(Cl)(=O)C(C)(C)C.Cl.[Cl-].[Na+]. Given the product [C:12]([C:11]1[C:6]([C:5]([OH:27])=[O:4])=[CH:7][N:8]=[C:9]([N:20]2[CH2:21][CH2:22][N:23]([CH3:26])[CH2:24][CH2:25]2)[CH:10]=1)(=[O:19])[C:13]1[CH:18]=[CH:17][CH:16]=[CH:15][CH:14]=1, predict the reactants needed to synthesize it. (6) Given the product [Cl:22][C:20]1[CH:19]=[CH:18][C:17]([F:23])=[C:16]([C:13]2[CH:12]=[CH:11][C:10]([CH2:9][C@@H:8]([NH:24][C:38]([C:36]3[N:35]=[N:34][N:33]([OH:32])[CH:37]=3)=[O:39])[CH2:7][C@@H:6]([OH:25])[C:5]([OH:4])=[O:26])=[CH:15][CH:14]=2)[CH:21]=1, predict the reactants needed to synthesize it. The reactants are: FC(F)(C(F)(F)F)C[O:4][C:5](=[O:26])[C@H:6]([OH:25])[CH2:7][C@H:8]([NH2:24])[CH2:9][C:10]1[CH:15]=[CH:14][C:13]([C:16]2[CH:21]=[C:20]([Cl:22])[CH:19]=[CH:18][C:17]=2[F:23])=[CH:12][CH:11]=1.[OH:32][N:33]1[CH:37]=[C:36]([C:38](O)=[O:39])[N:35]=[N:34]1.CN(C(ON1N=NC2C=CC=NC1=2)=[N+](C)C)C.F[P-](F)(F)(F)(F)F.CN(C=O)C.CCN(C(C)C)C(C)C.